From a dataset of Forward reaction prediction with 1.9M reactions from USPTO patents (1976-2016). Predict the product of the given reaction. (1) Given the reactants [C:1]([C:3]1[CH:8]=[CH:7][C:6](B(O)O)=[CH:5][CH:4]=1)#[N:2].Br[C:13]1[CH:14]=[N:15][CH:16]=[C:17]([CH:20]=1)[CH:18]=[O:19].C(=O)([O-])[O-].[Na+].[Na+], predict the reaction product. The product is: [CH:18]([C:17]1[CH:20]=[C:13]([C:6]2[CH:7]=[CH:8][C:3]([C:1]#[N:2])=[CH:4][CH:5]=2)[CH:14]=[N:15][CH:16]=1)=[O:19]. (2) The product is: [CH3:34][N:24]([CH2:23][CH2:22][N:18]1[C:19]2[C:14](=[CH:13][C:12]([NH:11][C:7]([C:3]3[S:2][CH:6]=[CH:5][CH:4]=3)=[NH:8])=[CH:21][CH:20]=2)[CH2:15][CH2:16][C:17]1=[O:35])[C:25](=[O:33])[O:26][C:27]1[CH:28]=[CH:29][CH:30]=[CH:31][CH:32]=1. Given the reactants I.[S:2]1[CH:6]=[CH:5][CH:4]=[C:3]1[C:7](SC)=[NH:8].[NH2:11][C:12]1[CH:13]=[C:14]2[C:19](=[CH:20][CH:21]=1)[N:18]([CH2:22][CH2:23][N:24]([CH3:34])[C:25](=[O:33])[O:26][C:27]1[CH:32]=[CH:31][CH:30]=[CH:29][CH:28]=1)[C:17](=[O:35])[CH2:16][CH2:15]2, predict the reaction product. (3) Given the reactants [NH2:1][C:2]1[CH:7]=[C:6]([C:8]([CH3:11])([CH3:10])[CH3:9])[CH:5]=[CH:4][C:3]=1[NH:12][C:13](=O)[CH2:14][CH2:15][CH2:16][C:17]([N:19]([CH2:23][C@@H:24]1[C@@H:31]2[C@@H:27]([O:28][C:29]([CH3:33])([CH3:32])[O:30]2)[C@H:26]([N:34]2[CH:42]=[N:41][C:40]3[C:35]2=[N:36][CH:37]=[N:38][C:39]=3[NH2:43])[O:25]1)[CH:20]([CH3:22])[CH3:21])=[O:18], predict the reaction product. The product is: [NH2:43][C:39]1[N:38]=[CH:37][N:36]=[C:35]2[C:40]=1[N:41]=[CH:42][N:34]2[C@H:26]1[C@@H:27]2[O:28][C:29]([CH3:33])([CH3:32])[O:30][C@@H:31]2[C@@H:24]([CH2:23][N:19]([CH:20]([CH3:22])[CH3:21])[C:17](=[O:18])[CH2:16][CH2:15][CH2:14][C:13]2[NH:12][C:3]3[CH:4]=[CH:5][C:6]([C:8]([CH3:11])([CH3:10])[CH3:9])=[CH:7][C:2]=3[N:1]=2)[O:25]1. (4) Given the reactants [CH2:1]([C@H:6]1[CH2:11][CH2:10][C@H:9]([C@H:12]2[CH2:17][CH2:16][C@H:15]([CH:18]3[O:21][C:20](=[O:22])[CH2:19]3)[CH2:14][CH2:13]2)[CH2:8][CH2:7]1)[CH2:2][CH2:3][CH2:4][CH3:5].[CH2:23]([C@H:28]1[CH2:33][CH2:32][C@H:31]([C@@H:34]2[CH2:39][CH2:38][C@H:37]([CH:40]3[O:43][C:42](=[O:44])[CH2:41]3)[CH2:36][CH2:35]2)[CH2:30][CH2:29]1)[CH2:24][CH2:25][CH2:26][CH3:27], predict the reaction product. The product is: [CH2:1]([C@H:6]1[CH2:7][CH2:8][C@H:9]([C@H:12]2[CH2:17][CH2:16][C@H:15]([CH:18]3[O:21][C:20](=[O:22])[CH2:19]3)[CH2:14][CH2:13]2)[CH2:10][CH2:11]1)[CH2:2][CH2:3][CH2:4][CH3:5].[CH2:23]([C@H:28]1[CH2:29][CH2:30][C@H:31]([C@@H:34]2[CH2:39][CH2:38][C@H:37]([CH:40]3[O:43][C:42](=[O:44])[CH2:41]3)[CH2:36][CH2:35]2)[CH2:32][CH2:33]1)[CH2:24][CH2:25][CH2:26][CH3:27]. (5) Given the reactants [Cl:1][C:2]1[CH:7]=[CH:6][C:5]([N:8]2[C:13](=[O:14])[CH:12]=[C:11]([C:15]([F:18])([F:17])[F:16])[N:10]([CH3:19])[C:9]2=[O:20])=[CH:4][C:3]=1I.[C:22]([O:26][CH2:27][C:28]([F:31])([F:30])[F:29])(=[O:25])[CH:23]=[CH2:24].C([O-])(=O)C.[Na+].O, predict the reaction product. The product is: [Cl:1][C:2]1[CH:7]=[CH:6][C:5]([N:8]2[C:13](=[O:14])[CH:12]=[C:11]([C:15]([F:18])([F:17])[F:16])[N:10]([CH3:19])[C:9]2=[O:20])=[CH:4][C:3]=1[CH:24]=[CH:23][C:22]([O:26][CH2:27][C:28]([F:31])([F:30])[F:29])=[O:25]. (6) The product is: [OH:17][CH2:16][C:4]1([C:11]([O:13][CH2:14][CH3:15])=[O:12])[C:5]2[CH:10]=[CH:9][CH:8]=[CH:7][C:6]=2[C:2](=[O:1])[O:3]1. Given the reactants [O:1]=[C:2]1[C:6]2[CH:7]=[CH:8][CH:9]=[CH:10][C:5]=2[CH:4]([C:11]([O:13][CH2:14][CH3:15])=[O:12])[O:3]1.[CH2:16]=[O:17].C1CCN2C(=NCCC2)CC1, predict the reaction product.